From a dataset of Reaction yield outcomes from USPTO patents with 853,638 reactions. Predict the reaction yield, written as a fraction of the theoretical maximum amount of product (1.0 means a 100% yield; for example, 0.34 means a 34% yield). (1) The reactants are [CH3:1][O:2][C:3]1[CH:4]=[C:5]([CH2:11][CH2:12][NH:13][C:14]2[CH:19]=[C:18]([C:20]3[CH:25]=[CH:24][C:23]([O:26][CH3:27])=[C:22]([O:28][CH3:29])[CH:21]=3)[N:17]=[C:16](S(C)(=O)=O)[N:15]=2)[CH:6]=[CH:7][C:8]=1[O:9][CH3:10].[CH:34]([OH:37])([CH3:36])[CH3:35].[H-].[Na+]. The catalyst is CN(C=O)C. The product is [CH3:1][O:2][C:3]1[CH:4]=[C:5]([CH2:11][CH2:12][NH:13][C:14]2[CH:19]=[C:18]([C:20]3[CH:25]=[CH:24][C:23]([O:26][CH3:27])=[C:22]([O:28][CH3:29])[CH:21]=3)[N:17]=[C:16]([O:37][CH:34]([CH3:36])[CH3:35])[N:15]=2)[CH:6]=[CH:7][C:8]=1[O:9][CH3:10]. The yield is 0.790. (2) The catalyst is O1CCOCC1. The reactants are [Br:1][C:2]1[CH:3]=[N:4][N:5]2[C:10](Cl)=[CH:9][C:8]([C:12]3[CH:17]=[CH:16][CH:15]=[CH:14][C:13]=3[Cl:18])=[N:7][C:6]=12.[C:19]([O:23][C:24]([N:26]1[CH2:31][CH2:30][CH:29]([CH2:32][NH2:33])[CH2:28][CH2:27]1)=[O:25])([CH3:22])([CH3:21])[CH3:20].C(N(C(C)C)CC)(C)C. The yield is 1.00. The product is [C:19]([O:23][C:24]([N:26]1[CH2:31][CH2:30][CH:29]([CH2:32][NH:33][C:10]2[N:5]3[N:4]=[CH:3][C:2]([Br:1])=[C:6]3[N:7]=[C:8]([C:12]3[CH:17]=[CH:16][CH:15]=[CH:14][C:13]=3[Cl:18])[CH:9]=2)[CH2:28][CH2:27]1)=[O:25])([CH3:22])([CH3:21])[CH3:20]. (3) The reactants are [NH2:1][C:2]1[C:7]([Cl:8])=[CH:6][C:5]([S:9]([NH2:12])(=[O:11])=[O:10])=[CH:4][C:3]=1[Cl:13].[Cl:14][C:15]1[CH:16]=[C:17]([NH:25][C:26](OC2C=CC=CC=2)=[O:27])[C:18](=[CH:23][CH:24]=1)[C:19]([O:21][CH3:22])=[O:20]. No catalyst specified. The product is [NH2:1][C:2]1[C:3]([Cl:13])=[CH:4][C:5]([S:9]([NH:12][C:26]([NH:25][C:17]2[CH:16]=[C:15]([Cl:14])[CH:24]=[CH:23][C:18]=2[C:19]([O:21][CH3:22])=[O:20])=[O:27])(=[O:11])=[O:10])=[CH:6][C:7]=1[Cl:8]. The yield is 0.440. (4) The reactants are N([O-])=O.[Na+].[Br:5][C:6]1[CH:11]=[CH:10][C:9]([Br:12])=[CH:8][C:7]=1N.S([O-])([O-])(=O)=[O:15].[Na+].[Na+]. The catalyst is FC(F)(F)C(O)=O.S(=O)(=O)(O)O. The product is [Br:5][C:6]1[CH:11]=[CH:10][C:9]([Br:12])=[CH:8][C:7]=1[OH:15]. The yield is 0.410. (5) The reactants are [C:1]([O:5][C:6]([NH:8][C@@H:9]([CH2:13][C:14]1[CH:19]=[CH:18][CH:17]=[CH:16][N:15]=1)[C:10]([OH:12])=[O:11])=[O:7])([CH3:4])([CH3:3])[CH3:2].[CH2:20](C(Cl)=O)[C:21]1[CH:26]=[CH:25][CH:24]=[CH:23][CH:22]=1. The catalyst is C(Cl)Cl.CN(C1C=CN=CC=1)C. The product is [C:1]([O:5][C:6]([NH:8][C@@H:9]([CH2:13][C:14]1[CH:19]=[CH:18][CH:17]=[CH:16][N:15]=1)[C:10]([O:12][CH2:20][C:21]1[CH:26]=[CH:25][CH:24]=[CH:23][CH:22]=1)=[O:11])=[O:7])([CH3:4])([CH3:2])[CH3:3]. The yield is 0.420.